Dataset: Forward reaction prediction with 1.9M reactions from USPTO patents (1976-2016). Task: Predict the product of the given reaction. (1) Given the reactants [CH3:1][C:2]([CH3:13])([C:7](=O)[C:8](OC)=[O:9])[C:3]([O:5][CH3:6])=[O:4].[F:14][C:15]1[CH:34]=[CH:33][CH:32]=[CH:31][C:16]=1[CH2:17][C:18]1[N:22]2[N:23]=[CH:24][CH:25]=[CH:26][C:21]2=[C:20]([C:27](=[NH:30])[NH:28][NH2:29])[N:19]=1, predict the reaction product. The product is: [F:14][C:15]1[CH:34]=[CH:33][CH:32]=[CH:31][C:16]=1[CH2:17][C:18]1[N:22]2[N:23]=[CH:24][CH:25]=[CH:26][C:21]2=[C:20]([C:27]2[N:28]=[N:29][C:7]([C:2]([CH3:13])([CH3:1])[C:3]([O:5][CH3:6])=[O:4])=[C:8]([OH:9])[N:30]=2)[N:19]=1. (2) Given the reactants [C:1]([C:5]1[O:6][C:7]([C:10]2[C:14]([CH2:15][C:16]#[C:17][Si](C)(C)C)=[C:13]([C:22]3[CH:27]=[CH:26][C:25]([Cl:28])=[CH:24][CH:23]=3)[N:12]([C:29]3[CH:34]=[CH:33][C:32]([Cl:35])=[CH:31][C:30]=3[Cl:36])[N:11]=2)=[N:8][N:9]=1)([CH3:4])([CH3:3])[CH3:2].[F-].C([N+](CCCC)(CCCC)CCCC)CCC, predict the reaction product. The product is: [C:1]([C:5]1[O:6][C:7]([C:10]2[C:14]([CH:15]=[C:16]=[CH2:17])=[C:13]([C:22]3[CH:27]=[CH:26][C:25]([Cl:28])=[CH:24][CH:23]=3)[N:12]([C:29]3[CH:34]=[CH:33][C:32]([Cl:35])=[CH:31][C:30]=3[Cl:36])[N:11]=2)=[N:8][N:9]=1)([CH3:4])([CH3:2])[CH3:3].